Dataset: Catalyst prediction with 721,799 reactions and 888 catalyst types from USPTO. Task: Predict which catalyst facilitates the given reaction. Reactant: [CH2:1]([O:3][C:4](=[O:19])[C@H:5]([OH:18])[CH2:6][C@H:7]([NH2:17])[CH2:8][C:9]1[CH:14]=[CH:13][C:12]([Br:15])=[CH:11][C:10]=1[Cl:16])[CH3:2].[C:20](O[C:20]([O:22][C:23]([CH3:26])([CH3:25])[CH3:24])=[O:21])([O:22][C:23]([CH3:26])([CH3:25])[CH3:24])=[O:21].CCN(C(C)C)C(C)C.CCOC(C)=O. Product: [CH2:1]([O:3][C:4](=[O:19])[C@H:5]([OH:18])[CH2:6][C@H:7]([NH:17][C:20]([O:22][C:23]([CH3:26])([CH3:25])[CH3:24])=[O:21])[CH2:8][C:9]1[CH:14]=[CH:13][C:12]([Br:15])=[CH:11][C:10]=1[Cl:16])[CH3:2]. The catalyst class is: 2.